Dataset: Forward reaction prediction with 1.9M reactions from USPTO patents (1976-2016). Task: Predict the product of the given reaction. (1) Given the reactants [CH3:1][O:2][C:3](=[O:17])[C:4]1[CH:9]=[C:8]([N:10]2[CH2:14][CH2:13][CH2:12][C:11]2=[O:15])[CH:7]=[C:6](N)[CH:5]=1.[N-]=[N+]=[N-].[Na+].[OH2:22], predict the reaction product. The product is: [CH3:1][O:2][C:3](=[O:17])[C:4]1[CH:9]=[C:8]([N:10]2[CH2:14][CH2:13][CH2:12][C:11]2=[O:15])[CH:7]=[C:6]([OH:22])[CH:5]=1. (2) Given the reactants Cl[C:2]1[C:7]([F:8])=[C:6]([Cl:9])[N:5]=[CH:4][N:3]=1.C(=O)([O-])[O-].Cl.[CH3:15][C@H:16]1[CH2:22][CH2:21][CH2:20][C@@H:19]([CH3:23])[CH2:18][NH:17]1.[Cl-].[NH4+], predict the reaction product. The product is: [Cl:9][C:6]1[N:5]=[CH:4][N:3]=[C:2]([N:17]2[CH2:18][C@H:19]([CH3:23])[CH2:20][CH2:21][CH2:22][C@@H:16]2[CH3:15])[C:7]=1[F:8]. (3) Given the reactants [NH2:1][C:2](=[N:8][O:9][C:10](=O)[C:11]([N:21]1[C:29]2[C:24](=[C:25]([NH:30][C:31]([O:33][C:34]([CH3:37])([CH3:36])[CH3:35])=[O:32])[CH:26]=[CH:27][CH:28]=2)[CH:23]=[N:22]1)([C:14]1[CH:19]=[CH:18][C:17]([Cl:20])=[CH:16][CH:15]=1)[CH2:12][CH3:13])[C:3]([O:5][CH2:6][CH3:7])=[O:4].P(Cl)(Cl)(Cl)=O, predict the reaction product. The product is: [C:34]([O:33][C:31]([NH:30][C:25]1[CH:26]=[CH:27][CH:28]=[C:29]2[C:24]=1[CH:23]=[N:22][N:21]2[C:11]([C:10]1[O:9][N:8]=[C:2]([C:3]([O:5][CH2:6][CH3:7])=[O:4])[N:1]=1)([C:14]1[CH:19]=[CH:18][C:17]([Cl:20])=[CH:16][CH:15]=1)[CH2:12][CH3:13])=[O:32])([CH3:37])([CH3:36])[CH3:35]. (4) Given the reactants [C:1]([NH:4][C:5]1[CH:37]=[CH:36][C:8]([CH2:9][NH:10][C:11]2[C:20]3[C:19]([CH3:21])=[N:18][CH:17]=[N:16][C:15]=3[N:14]([O:22][CH2:23][C:24]3[CH:29]=[CH:28][CH:27]=[CH:26][CH:25]=3)[C:13](=[O:30])[C:12]=2C(OCC)=O)=[CH:7][CH:6]=1)(=[O:3])[CH3:2].[OH-].[Na+], predict the reaction product. The product is: [CH2:23]([O:22][N:14]1[C:15]2[N:16]=[CH:17][N:18]=[C:19]([CH3:21])[C:20]=2[C:11]([NH:10][CH2:9][C:8]2[CH:7]=[CH:6][C:5]([NH:4][C:1](=[O:3])[CH3:2])=[CH:37][CH:36]=2)=[CH:12][C:13]1=[O:30])[C:24]1[CH:29]=[CH:28][CH:27]=[CH:26][CH:25]=1. (5) Given the reactants [NH2:1][C:2]1[N:7]=[C:6]([N:8]2[C@H:13]([CH3:14])[CH2:12][CH2:11][C@H:10]([C:15]([NH:17][CH2:18][CH:19]3[CH2:24][CH2:23][CH2:22][CH2:21][CH2:20]3)=[O:16])[CH2:9]2)[CH:5]=[C:4]([C:25]2[CH:30]=[CH:29][C:28]([C:31]#[N:32])=[C:27](F)[CH:26]=2)[N:3]=1.CCO.CCN(C(C)C)C(C)C.[NH2:46][NH2:47], predict the reaction product. The product is: [NH2:1][C:2]1[N:7]=[C:6]([N:8]2[C@H:13]([CH3:14])[CH2:12][CH2:11][C@H:10]([C:15]([NH:17][CH2:18][CH:19]3[CH2:24][CH2:23][CH2:22][CH2:21][CH2:20]3)=[O:16])[CH2:9]2)[CH:5]=[C:4]([C:25]2[CH:26]=[C:27]3[C:28]([C:31]([NH2:32])=[N:46][NH:47]3)=[CH:29][CH:30]=2)[N:3]=1. (6) Given the reactants Br[C:2]1[CH:15]=[CH:14][C:5]2[C:6]3[CH:7]=[CH:8][CH:9]=[N:10][C:11]=3[CH2:12][CH2:13][C:4]=2[CH:3]=1.C(N(CC)CC)C.CN(C)[CH:25]=[O:26].[CH3:28][OH:29], predict the reaction product. The product is: [CH3:28][O:29][C:25]([C:2]1[CH:15]=[CH:14][C:5]2[C:6]3[CH:7]=[CH:8][CH:9]=[N:10][C:11]=3[CH2:12][CH2:13][C:4]=2[CH:3]=1)=[O:26]. (7) Given the reactants [CH3:1][C:2]1[N:3]=[C:4]([C:17]2[CH:21]=[CH:20][N:19]([CH2:22][CH2:23]OS(C)(=O)=O)[N:18]=2)[S:5][C:6]=1[C:7](=[O:16])[NH:8][CH2:9][C:10]1[CH:11]=[N:12][CH:13]=[CH:14][CH:15]=1.[F:29][C:30]1[CH:35]=[CH:34][C:33]([NH2:36])=[CH:32][CH:31]=1, predict the reaction product. The product is: [N:12]1[CH:13]=[CH:14][CH:15]=[C:10]([CH2:9][NH:8][C:7]([C:6]2[S:5][C:4]([C:17]3[CH:21]=[CH:20][N:19]([CH2:22][CH2:23][NH:36][C:33]4[CH:34]=[CH:35][C:30]([F:29])=[CH:31][CH:32]=4)[N:18]=3)=[N:3][C:2]=2[CH3:1])=[O:16])[CH:11]=1. (8) Given the reactants [Cl:1][C:2]1[CH:7]=[CH:6][C:5]([S:8]([NH:11][C:12]2[C:21](Cl)=[N:20][C:19]3[C:14](=[CH:15][CH:16]=[CH:17][CH:18]=3)[N:13]=2)(=[O:10])=[O:9])=[CH:4][CH:3]=1.[NH2:23][C:24]1[CH:33]=[CH:32][C:27]2[O:28][CH2:29][CH2:30][O:31][C:26]=2[CH:25]=1, predict the reaction product. The product is: [Cl:1][C:2]1[CH:7]=[CH:6][C:5]([S:8]([NH:11][C:12]2[C:21]([NH:23][C:24]3[CH:33]=[CH:32][C:27]4[O:28][CH2:29][CH2:30][O:31][C:26]=4[CH:25]=3)=[N:20][C:19]3[C:14](=[CH:15][CH:16]=[CH:17][CH:18]=3)[N:13]=2)(=[O:10])=[O:9])=[CH:4][CH:3]=1.